From a dataset of Reaction yield outcomes from USPTO patents with 853,638 reactions. Predict the reaction yield, written as a fraction of the theoretical maximum amount of product (1.0 means a 100% yield; for example, 0.34 means a 34% yield). (1) The reactants are [CH2:1]([O:3][C:4](=[O:22])[CH2:5][C:6]1[C:7]([CH3:21])=[N:8][C:9]2[N:10]([N:13]=[C:14]([C:16]([O:18][CH2:19][CH3:20])=[O:17])[CH:15]=2)[C:11]=1O)[CH3:2].CN(C)C1C=CC=CC=1.O=P(Cl)(Cl)[Cl:34]. No catalyst specified. The product is [Cl:34][C:11]1[N:10]2[N:13]=[C:14]([C:16]([O:18][CH2:19][CH3:20])=[O:17])[CH:15]=[C:9]2[N:8]=[C:7]([CH3:21])[C:6]=1[CH2:5][C:4]([O:3][CH2:1][CH3:2])=[O:22]. The yield is 0.830. (2) The reactants are [F:1][C:2]([F:9])([F:8])[C:3]([O:5]CC)=O.[H-].[Na+].[Br:12][C:13]1[N:18]=[C:17]([C:19](=[O:21])[CH3:20])[CH:16]=[CH:15][CH:14]=1.Cl. The catalyst is C1COCC1.CCO.O. The product is [Br:12][C:13]1[N:18]=[C:17]([C:19](=[O:21])[CH2:20][C:3](=[O:5])[C:2]([F:1])([F:8])[F:9])[CH:16]=[CH:15][CH:14]=1. The yield is 0.819. (3) The reactants are Cl[C:2]1[C:3]([CH:8]2[CH2:11][N:10]([C:12]3[CH:21]=[CH:20][C:19]4[C:14](=[CH:15][CH:16]=[CH:17][CH:18]=4)[N:13]=3)[CH2:9]2)=[N:4][CH:5]=[CH:6][N:7]=1.[NH:22]1[CH2:27][CH2:26][CH:25]([C:28](=[O:30])[CH3:29])[CH2:24][CH2:23]1.CCN(CC)CC. The catalyst is CS(C)=O.O. The product is [N:13]1[C:14]2[C:19](=[CH:18][CH:17]=[CH:16][CH:15]=2)[CH:20]=[CH:21][C:12]=1[N:10]1[CH2:11][CH:8]([C:3]2[C:2]([N:22]3[CH2:27][CH2:26][CH:25]([C:28](=[O:30])[CH3:29])[CH2:24][CH2:23]3)=[N:7][CH:6]=[CH:5][N:4]=2)[CH2:9]1. The yield is 0.629. (4) The reactants are C[N:2]([CH3:19])[CH:3]=[CH:4][C:5]([C:7]1[CH:8]=[C:9]([N:13]([CH2:17][CH3:18])[C:14](=[O:16])[CH3:15])[CH:10]=[CH:11][CH:12]=1)=O.N[C:21]1[C:25]([C:26]#[N:27])=C[NH:23][N:22]=1.P(=O)(O)(O)O. The catalyst is O.C(O)C. The product is [CH3:18][CH2:17][N:13]([C:14]([CH3:15])=[O:16])[C:9]1[CH:10]=[CH:11][CH:12]=[C:7]([C:5]2[N:23]3[N:22]=[CH:21][C:25]([C:26]#[N:27])=[C:19]3[N:2]=[CH:3][CH:4]=2)[CH:8]=1. The yield is 0.967. (5) The reactants are [SH:1][C:2]1[N:7]=[C:6]([N:8]2[CH2:12][CH2:11][CH2:10][CH2:9]2)[C:5]2[CH2:13][O:14][C:15]([CH3:18])([CH3:17])[CH2:16][C:4]=2[C:3]=1[C:19]#[N:20].C(=O)([O-])[O-].[K+].[K+].Cl[CH2:28][C:29]([NH2:31])=[O:30]. The catalyst is C(O)C. The product is [NH2:20][C:19]1[C:3]2[C:2](=[N:7][C:6]([N:8]3[CH2:9][CH2:10][CH2:11][CH2:12]3)=[C:5]3[CH2:13][O:14][C:15]([CH3:17])([CH3:18])[CH2:16][C:4]3=2)[S:1][C:28]=1[C:29]([NH2:31])=[O:30]. The yield is 0.820. (6) The reactants are [OH:1][C:2]1[C:7]([CH:8]=[O:9])=[CH:6][C:5]([O:10][CH3:11])=[N:4][CH:3]=1.[Cl:12][C:13]1[N:14]=[CH:15][C:16]2[C:21]([C:22]=1[CH2:23]Cl)=[CH:20][CH:19]=[CH:18][CH:17]=2.C([O-])([O-])=O.[K+].[K+]. The catalyst is CN(C=O)C. The product is [Cl:12][C:13]1[N:14]=[CH:15][C:16]2[C:21]([C:22]=1[CH2:23][O:1][C:2]1[C:7]([CH:8]=[O:9])=[CH:6][C:5]([O:10][CH3:11])=[N:4][CH:3]=1)=[CH:20][CH:19]=[CH:18][CH:17]=2. The yield is 0.140.